Dataset: Full USPTO retrosynthesis dataset with 1.9M reactions from patents (1976-2016). Task: Predict the reactants needed to synthesize the given product. (1) Given the product [NH2:1][C:2]1[CH:10]=[CH:9][C:8]([Cl:11])=[CH:7][C:3]=1[C:4]([N:20]([CH2:19][C:18]1[CH:17]=[CH:16][C:15]([CH:12]2[CH2:14][CH2:13]2)=[CH:34][CH:33]=1)[CH2:21][CH2:22][C:23]1[CH:28]=[CH:27][CH:26]=[C:25]([C:29]([F:30])([F:31])[F:32])[CH:24]=1)=[O:6], predict the reactants needed to synthesize it. The reactants are: [NH2:1][C:2]1[CH:10]=[CH:9][C:8]([Cl:11])=[CH:7][C:3]=1[C:4]([OH:6])=O.[CH:12]1([C:15]2[CH:34]=[CH:33][C:18]([CH2:19][NH:20][CH2:21][CH2:22][C:23]3[CH:28]=[CH:27][CH:26]=[C:25]([C:29]([F:32])([F:31])[F:30])[CH:24]=3)=[CH:17][CH:16]=2)[CH2:14][CH2:13]1.CN(C(ON1N=NC2C=CC=CC1=2)=[N+](C)C)C.F[P-](F)(F)(F)(F)F.CN1CCOCC1. (2) Given the product [F:13][CH:2]([F:1])[C:3]1[CH:8]=[C:7]([CH:6]=[CH:5][C:4]=1[F:12])[NH2:9], predict the reactants needed to synthesize it. The reactants are: [F:1][CH:2]([F:13])[C:3]1[CH:8]=[C:7]([N+:9]([O-])=O)[CH:6]=[CH:5][C:4]=1[F:12].Cl. (3) The reactants are: [N+:1]([C:4]1[CH:13]=[CH:12][CH:11]=[C:10]2[C:5]=1[N:6]=[CH:7][CH:8]=[N:9]2)([O-])=O.C([O-])=O.[NH4+].CCOC(C)=O.CCCCCCC. Given the product [NH2:1][C:4]1[CH:13]=[CH:12][CH:11]=[C:10]2[C:5]=1[N:6]=[CH:7][CH:8]=[N:9]2, predict the reactants needed to synthesize it. (4) Given the product [C:14]([C:13]1[C:16]([F:18])=[CH:17][C:10]([C:7]2[CH:8]=[CH:9][N:5]([C@@H:3]([CH3:4])[CH2:2][NH:1][C:31]([C:29]3[NH:28][N:27]=[C:26]([C:22]4[CH:21]=[N:20][CH:25]=[CH:24][CH:23]=4)[CH:30]=3)=[O:32])[N:6]=2)=[CH:11][C:12]=1[F:19])#[N:15], predict the reactants needed to synthesize it. The reactants are: [NH2:1][CH2:2][C@@H:3]([N:5]1[CH:9]=[CH:8][C:7]([C:10]2[CH:17]=[C:16]([F:18])[C:13]([C:14]#[N:15])=[C:12]([F:19])[CH:11]=2)=[N:6]1)[CH3:4].[N:20]1[CH:25]=[CH:24][CH:23]=[C:22]([C:26]2[CH:30]=[C:29]([C:31](O)=[O:32])[NH:28][N:27]=2)[CH:21]=1.C1C=CC2N(O)N=NC=2C=1.CCN(C(C)C)C(C)C.CCN=C=NCCCN(C)C. (5) Given the product [Cl:29][C:24]1[CH:25]=[CH:26][CH:27]=[CH:28][C:23]=1[O:22][CH2:21][CH2:20][CH2:19][O:18][C:15]1[CH:16]=[CH:17][C:12]([C@@H:11]2[C@@H:10]([O:30][CH2:31][C:32]3[CH:33]=[CH:34][C:35]4[O:40][CH2:39][CH2:38][N:37]([CH2:41][CH2:42][CH2:43][O:44][CH3:45])[C:36]=4[CH:46]=3)[CH2:9][N:8]([C:47]([O:49][C:50]([CH3:53])([CH3:51])[CH3:52])=[O:48])[CH2:7][C@H:6]2[O:5][CH2:4][C:1](=[O:3])[NH:54][CH2:55][CH2:56][OH:57])=[CH:13][CH:14]=1, predict the reactants needed to synthesize it. The reactants are: [C:1]([CH2:4][O:5][C@H:6]1[C@H:11]([C:12]2[CH:17]=[CH:16][C:15]([O:18][CH2:19][CH2:20][CH2:21][O:22][C:23]3[CH:28]=[CH:27][CH:26]=[CH:25][C:24]=3[Cl:29])=[CH:14][CH:13]=2)[C@@H:10]([O:30][CH2:31][C:32]2[CH:33]=[CH:34][C:35]3[O:40][CH2:39][CH2:38][N:37]([CH2:41][CH2:42][CH2:43][O:44][CH3:45])[C:36]=3[CH:46]=2)[CH2:9][N:8]([C:47]([O:49][C:50]([CH3:53])([CH3:52])[CH3:51])=[O:48])[CH2:7]1)([OH:3])=O.[NH2:54][CH2:55][CH2:56][OH:57]. (6) Given the product [F:44][CH2:45][CH2:46][NH:47][C:11]([C:13]1[C:17]([CH3:18])=[C:16](/[CH:19]=[C:20]2\[C:21](=[O:41])[NH:22][C:23]3[C:28]\2=[CH:27][C:26]([S:29]([CH2:32][C:33]2[C:38]([Cl:39])=[CH:37][CH:36]=[CH:35][C:34]=2[Cl:40])(=[O:30])=[O:31])=[CH:25][CH:24]=3)[NH:15][C:14]=1[CH3:42])=[O:12], predict the reactants needed to synthesize it. The reactants are: N1C2C(=NC=CC=2)N(O[C:11]([C:13]2[C:17]([CH3:18])=[C:16](/[CH:19]=[C:20]3\[C:21](=[O:41])[NH:22][C:23]4[C:28]\3=[CH:27][C:26]([S:29]([CH2:32][C:33]3[C:38]([Cl:39])=[CH:37][CH:36]=[CH:35][C:34]=3[Cl:40])(=[O:31])=[O:30])=[CH:25][CH:24]=4)[NH:15][C:14]=2[CH3:42])=[O:12])N=1.Cl.[F:44][CH2:45][CH2:46][NH2:47]. (7) Given the product [Cl-:18].[NH2:13][C:5]1[CH:4]=[C:3]([CH:12]=[CH:11][C:6]=1[C:7]([O:9][CH3:10])=[O:8])[CH2:1][NH3+:2], predict the reactants needed to synthesize it. The reactants are: [C:1]([C:3]1[CH:12]=[CH:11][C:6]([C:7]([O:9][CH3:10])=[O:8])=[C:5]([N+:13]([O-])=O)[CH:4]=1)#[N:2].[H][H].[ClH:18]. (8) Given the product [Cl:1][C:2]1[CH:3]=[CH:4][C:5]([N:8]2[CH2:13][CH2:12][N:11]([S:27]([C:24]3[CH:23]=[CH:22][CH:21]=[C:20]4[C:25]=3[CH2:26][CH:18]([C:16]([OH:17])=[O:15])[CH2:19]4)(=[O:29])=[O:28])[CH2:10][CH2:9]2)=[CH:6][CH:7]=1, predict the reactants needed to synthesize it. The reactants are: [Cl:1][C:2]1[CH:7]=[CH:6][C:5]([N:8]2[CH2:13][CH2:12][NH:11][CH2:10][CH2:9]2)=[CH:4][CH:3]=1.C[O:15][C:16]([CH:18]1[CH2:26][C:25]2[C:20](=[CH:21][CH:22]=[CH:23][C:24]=2[S:27](Cl)(=[O:29])=[O:28])[CH2:19]1)=[O:17].